This data is from Full USPTO retrosynthesis dataset with 1.9M reactions from patents (1976-2016). The task is: Predict the reactants needed to synthesize the given product. (1) Given the product [CH2:1]([O:37][C:30]1[C:31]([F:36])=[C:32]([F:35])[CH:33]=[CH:34][C:29]=1[NH:28][C:26]([C:15]1[C:16]([CH3:25])=[C:17]([C:18]2[CH:19]=[CH:20][C:21]([OH:24])=[CH:22][CH:23]=2)[N:13]([C:7]2[CH:8]=[CH:9][C:10]([Cl:12])=[CH:11][C:6]=2[Cl:5])[N:14]=1)=[O:27])[CH:2]=[CH2:3], predict the reactants needed to synthesize it. The reactants are: [CH2:1](Br)[CH:2]=[CH2:3].[Cl:5][C:6]1[CH:11]=[C:10]([Cl:12])[CH:9]=[CH:8][C:7]=1[N:13]1[C:17]([C:18]2[CH:23]=[CH:22][C:21]([OH:24])=[CH:20][CH:19]=2)=[C:16]([CH3:25])[C:15]([C:26]([NH:28][C:29]2[CH:34]=[CH:33][C:32]([F:35])=[C:31]([F:36])[C:30]=2[OH:37])=[O:27])=[N:14]1.C(=O)([O-])[O-].[Cs+].[Cs+].O. (2) Given the product [Cl:18][C:19]1[CH:20]=[C:21]([CH:22]=[C:23]([Cl:25])[CH:24]=1)[O:26][C:2]1[CH:7]=[C:6]([O:8][CH2:9][C:10]#[CH:11])[N:5]=[CH:4][N:3]=1, predict the reactants needed to synthesize it. The reactants are: Cl[C:2]1[CH:7]=[C:6]([O:8][CH2:9][C:10]#[CH:11])[N:5]=[CH:4][N:3]=1.C(=O)([O-])[O-].[K+].[K+].[Cl:18][C:19]1[CH:20]=[C:21]([OH:26])[CH:22]=[C:23]([Cl:25])[CH:24]=1.[Cl-].[NH4+]. (3) The reactants are: C[O:2][C:3](=[O:39])[C:4]1[CH:9]=[CH:8][C:7]([O:10][CH2:11][CH2:12][C:13]2[C:21]3[C:16](=[CH:17][CH:18]=[C:19]([Cl:22])[CH:20]=3)[N:15]([CH:23]([C:30]3[CH:35]=[CH:34][CH:33]=[CH:32][CH:31]=3)[C:24]3[CH:29]=[CH:28][CH:27]=[CH:26][CH:25]=3)[C:14]=2[CH2:36][CH2:37][NH2:38])=[CH:6][CH:5]=1.[C:40]([C:42]1[CH:47]=[CH:46][C:45]([CH2:48][S:49](Cl)(=[O:51])=[O:50])=[CH:44][CH:43]=1)#[N:41]. Given the product [CH:23]([N:15]1[C:16]2[C:21](=[CH:20][C:19]([Cl:22])=[CH:18][CH:17]=2)[C:13]([CH2:12][CH2:11][O:10][C:7]2[CH:8]=[CH:9][C:4]([C:3]([OH:2])=[O:39])=[CH:5][CH:6]=2)=[C:14]1[CH2:36][CH2:37][NH:38][S:49]([CH2:48][C:45]1[CH:46]=[CH:47][C:42]([C:40]#[N:41])=[CH:43][CH:44]=1)(=[O:51])=[O:50])([C:24]1[CH:25]=[CH:26][CH:27]=[CH:28][CH:29]=1)[C:30]1[CH:35]=[CH:34][CH:33]=[CH:32][CH:31]=1, predict the reactants needed to synthesize it.